Dataset: Catalyst prediction with 721,799 reactions and 888 catalyst types from USPTO. Task: Predict which catalyst facilitates the given reaction. Reactant: [C:1]([C:3]1[CH:4]=[C:5]2[C:9](=[CH:10][CH:11]=1)[NH:8][CH:7]=[CH:6]2)#[N:2].N. Product: [NH:8]1[C:9]2[C:5](=[CH:4][C:3]([CH2:1][NH2:2])=[CH:11][CH:10]=2)[CH:6]=[CH:7]1. The catalyst class is: 227.